From a dataset of Ames mutagenicity test results for genotoxicity prediction. Regression/Classification. Given a drug SMILES string, predict its toxicity properties. Task type varies by dataset: regression for continuous values (e.g., LD50, hERG inhibition percentage) or binary classification for toxic/non-toxic outcomes (e.g., AMES mutagenicity, cardiotoxicity, hepatotoxicity). Dataset: ames. (1) The result is 1 (mutagenic). The drug is O=C(O)c1ccc(C=Nn2nnc3c([nH]c4ccccc43)c2=O)cc1. (2) The drug is Nc1ncnc2c1ncn2C1CC(O)C(CO)O1. The result is 0 (non-mutagenic).